This data is from Full USPTO retrosynthesis dataset with 1.9M reactions from patents (1976-2016). The task is: Predict the reactants needed to synthesize the given product. (1) Given the product [CH2:1]([N:8]([C:16]1[C:21]([CH3:22])=[CH:20][C:19]([OH:23])=[C:18]([CH2:25][C:26]2[CH:31]=[CH:30][C:29]([CH:32]([CH3:33])[CH3:34])=[CH:28][CH:27]=2)[C:17]=1[CH3:35])[C:9](=[O:15])[CH2:10][C:11]([CH3:12])([CH3:13])[CH3:14])[C:2]1[CH:3]=[CH:4][CH:5]=[CH:6][CH:7]=1, predict the reactants needed to synthesize it. The reactants are: [CH2:1]([N:8]([C:16]1[C:21]([CH3:22])=[CH:20][C:19]([O:23]C)=[C:18]([CH2:25][C:26]2[CH:31]=[CH:30][C:29]([CH:32]([CH3:34])[CH3:33])=[CH:28][CH:27]=2)[C:17]=1[CH3:35])[C:9](=[O:15])[CH2:10][C:11]([CH3:14])([CH3:13])[CH3:12])[C:2]1[CH:7]=[CH:6][CH:5]=[CH:4][CH:3]=1. (2) Given the product [C:1]([O:5][C:6]([N:8]1[C:16]2[C:11](=[CH:12][CH:13]=[C:14]([CH2:17][N:37]3[CH2:38][CH2:39][N:34]([CH3:33])[CH2:35][CH2:36]3)[CH:15]=2)[CH:10]=[C:9]1[C:19]1[CH:24]=[C:23]([C:25]2[CH:26]=[CH:27][N:28]=[CH:29][CH:30]=2)[N:22]=[N:21][C:20]=1[O:31][CH3:32])=[O:7])([CH3:2])([CH3:3])[CH3:4], predict the reactants needed to synthesize it. The reactants are: [C:1]([O:5][C:6]([N:8]1[C:16]2[C:11](=[CH:12][CH:13]=[C:14]([CH:17]=O)[CH:15]=2)[CH:10]=[C:9]1[C:19]1[CH:24]=[C:23]([C:25]2[CH:30]=[CH:29][N:28]=[CH:27][CH:26]=2)[N:22]=[N:21][C:20]=1[O:31][CH3:32])=[O:7])([CH3:4])([CH3:3])[CH3:2].[CH3:33][N:34]1[CH2:39][CH2:38][NH:37][CH2:36][CH2:35]1.C(O[BH-](OC(=O)C)OC(=O)C)(=O)C.[Na+].C([O-])(O)=O.[Na+].C(=O)=O.